This data is from Forward reaction prediction with 1.9M reactions from USPTO patents (1976-2016). The task is: Predict the product of the given reaction. (1) Given the reactants [O:1]1[CH2:5][CH2:4][O:3][CH:2]1[CH2:6][CH2:7][CH2:8][CH2:9][CH2:10][CH2:11][CH2:12][CH2:13][O:14][C:15]1[CH:16]=[C:17]([C:21]([C:23]2[CH:28]=[CH:27][CH:26]=[CH:25][CH:24]=2)=[O:22])[CH:18]=[CH:19][CH:20]=1.[BH4-].[Na+], predict the reaction product. The product is: [O:1]1[CH2:5][CH2:4][O:3][CH:2]1[CH2:6][CH2:7][CH2:8][CH2:9][CH2:10][CH2:11][CH2:12][CH2:13][O:14][C:15]1[CH:16]=[C:17]([CH:21]([C:23]2[CH:28]=[CH:27][CH:26]=[CH:25][CH:24]=2)[OH:22])[CH:18]=[CH:19][CH:20]=1. (2) Given the reactants [OH:1][CH2:2][CH2:3][NH2:4].[CH:5]1(Br)[CH2:11][CH2:10][CH2:9][CH2:8][CH2:7][CH2:6]1, predict the reaction product. The product is: [CH:5]1([NH:4][CH2:3][CH2:2][OH:1])[CH2:11][CH2:10][CH2:9][CH2:8][CH2:7][CH2:6]1. (3) The product is: [NH2:39][CH2:40][C:41]([N:29]1[CH2:30][CH2:31][N:26]([CH2:25][C:4]2[S:5][C:6]3[C:11]([N:12]4[CH2:13][CH2:14][O:15][CH2:16][CH2:17]4)=[N:10][C:9]([C:18]4[CH:19]=[N:20][C:21]([NH2:24])=[N:22][CH:23]=4)=[N:8][C:7]=3[C:3]=2[CH3:2])[CH2:27][CH2:28]1)=[O:42]. Given the reactants Cl.[CH3:2][C:3]1[C:7]2[N:8]=[C:9]([C:18]3[CH:19]=[N:20][C:21]([NH2:24])=[N:22][CH:23]=3)[N:10]=[C:11]([N:12]3[CH2:17][CH2:16][O:15][CH2:14][CH2:13]3)[C:6]=2[S:5][C:4]=1[CH2:25][N:26]1[CH2:31][CH2:30][NH:29][CH2:28][CH2:27]1.C([NH:39][CH2:40][C:41](O)=[O:42])(OC(C)(C)C)=O.C(O)(C(F)(F)F)=O, predict the reaction product. (4) Given the reactants [Cl:1][C:2]1[N:3]=[C:4](Cl)[C:5]2[CH2:11][CH2:10][N:9]([C:12]([O:14][C:15]([CH3:18])([CH3:17])[CH3:16])=[O:13])[CH2:8][C:6]=2[N:7]=1.[NH:20]1[C:28]2[C:23](=[CH:24][C:25]([NH2:29])=[CH:26][CH:27]=2)[CH:22]=[N:21]1.C([O-])([O-])=O.[Na+].[Na+], predict the reaction product. The product is: [NH:20]1[C:28]2[C:23](=[CH:24][C:25]([NH:29][C:4]3[C:5]4[CH2:11][CH2:10][N:9]([C:12]([O:14][C:15]([CH3:18])([CH3:17])[CH3:16])=[O:13])[CH2:8][C:6]=4[N:7]=[C:2]([Cl:1])[N:3]=3)=[CH:26][CH:27]=2)[CH:22]=[N:21]1. (5) Given the reactants Br[C:2]1[C:10]2[CH:9]=[CH:8][S:7][C:6]=2[CH:5]=[CH:4][CH:3]=1.[Mg].II.CON(C)[C:17](=[O:19])[CH3:18].Cl, predict the reaction product. The product is: [S:7]1[CH:8]=[CH:9][C:10]2[C:2]([C:17](=[O:19])[CH3:18])=[CH:3][CH:4]=[CH:5][C:6]1=2. (6) Given the reactants [CH3:1][O:2][C:3]1[CH:8]=[CH:7][C:6]([C:9]([C:36]2[CH:41]=[CH:40][C:39]([O:42][CH3:43])=[CH:38][CH:37]=2)([C:30]2[CH:35]=[CH:34][CH:33]=[CH:32][CH:31]=2)[NH:10][C:11]2[O:12][C@H:13]([C:26]([F:29])([F:28])[F:27])[CH2:14][C@:15]([C:18]3[CH:23]=[C:22](I)[CH:21]=[CH:20][C:19]=3[F:25])([CH3:17])[N:16]=2)=[CH:5][CH:4]=1.[CH3:44][O:45][C:46]1[CH:47]=[N:48][C:49]([C:52]#[C:53][Si](C)(C)C)=[N:50][CH:51]=1, predict the reaction product. The product is: [CH3:1][O:2][C:3]1[CH:8]=[CH:7][C:6]([C:9]([C:36]2[CH:41]=[CH:40][C:39]([O:42][CH3:43])=[CH:38][CH:37]=2)([C:30]2[CH:35]=[CH:34][CH:33]=[CH:32][CH:31]=2)[NH:10][C:11]2[O:12][C@H:13]([C:26]([F:29])([F:28])[F:27])[CH2:14][C@:15]([C:18]3[CH:23]=[C:22]([C:53]#[C:52][C:49]4[N:50]=[CH:51][C:46]([O:45][CH3:44])=[CH:47][N:48]=4)[CH:21]=[CH:20][C:19]=3[F:25])([CH3:17])[N:16]=2)=[CH:5][CH:4]=1. (7) The product is: [Cl:1][C:2]1[CH:3]=[C:4]([CH2:23][Cl:38])[CH:5]=[CH:6][C:7]=1[O:8][CH:9]1[CH2:14][CH2:13][N:12]([C:15]2[N:20]=[CH:19][C:18]([CH2:21][CH3:22])=[CH:17][N:16]=2)[CH2:11][CH2:10]1. Given the reactants [Cl:1][C:2]1[CH:3]=[C:4]([CH2:23]O)[CH:5]=[CH:6][C:7]=1[O:8][CH:9]1[CH2:14][CH2:13][N:12]([C:15]2[N:20]=[CH:19][C:18]([CH2:21][CH3:22])=[CH:17][N:16]=2)[CH2:11][CH2:10]1.C(N(C(C)C)CC)(C)C.CS([Cl:38])(=O)=O, predict the reaction product.